Dataset: Catalyst prediction with 721,799 reactions and 888 catalyst types from USPTO. Task: Predict which catalyst facilitates the given reaction. Reactant: O1CCOCC1.Cl.[C:8]([C:10]1[C:15]([C:16]2[CH:21]=[CH:20][C:19]([O:22][C:23]3[CH:28]=[CH:27][CH:26]=[CH:25][CH:24]=3)=[CH:18][CH:17]=2)=[CH:14][N:13]=[C:12]([C:29]2[CH:30]=[C:31]([CH:41]=[CH:42][CH:43]=2)[CH2:32][NH:33]C(=O)OC(C)(C)C)[C:11]=1[F:44])#[N:9]. Product: [NH2:33][CH2:32][C:31]1[CH:30]=[C:29]([C:12]2[C:11]([F:44])=[C:10]([C:15]([C:16]3[CH:21]=[CH:20][C:19]([O:22][C:23]4[CH:28]=[CH:27][CH:26]=[CH:25][CH:24]=4)=[CH:18][CH:17]=3)=[CH:14][N:13]=2)[C:8]#[N:9])[CH:43]=[CH:42][CH:41]=1. The catalyst class is: 4.